Dataset: Catalyst prediction with 721,799 reactions and 888 catalyst types from USPTO. Task: Predict which catalyst facilitates the given reaction. (1) Reactant: [CH3:1][C@H:2]1[C@H:12]2[C@H:13]3[C@:17]([CH3:20])([CH2:18][CH2:19][C@@H:11]2[C:5]2[CH2:6][CH2:7][C:8]([CH2:10][C:4]=2[CH2:3]1)=[O:9])[C@:16]([OH:23])([C:21]#[CH:22])[CH2:15][CH2:14]3.[OH:24][CH:25]1[O:44][C@H:43]([CH2:45][OH:46])[C@@H:30]([O:31][C@@H:32]2[O:40][C@H:39]([CH2:41][OH:42])[C@H:37]([OH:38])[C@H:35]([OH:36])[C@H:33]2[OH:34])[C@H:28]([OH:29])[C@H:26]1[OH:27]. Product: [CH3:1][C@H:2]1[C@H:12]2[C@H:13]3[C@:17]([CH3:20])([CH2:18][CH2:19][C@@H:11]2[C:5]2[CH2:6][CH2:7][C:8]([CH2:10][C:4]=2[CH2:3]1)=[O:9])[C@:16]([OH:23])([C:21]#[CH:22])[CH2:15][CH2:14]3.[OH:24][CH:25]1[O:44][C@H:43]([CH2:45][OH:46])[C@@H:30]([O:31][C@@H:32]2[O:40][C@H:39]([CH2:41][OH:42])[C@H:37]([OH:38])[C@H:35]([OH:36])[C@H:33]2[OH:34])[C@H:28]([OH:29])[C@H:26]1[OH:27]. The catalyst class is: 32. (2) Reactant: COC1C=CC(C[NH:8][C:9]2[N:14]=[C:13]([CH2:15][CH2:16][CH3:17])[N:12]([C:18]3[CH:23]=[CH:22][C:21]([O:24][CH2:25][C:26]([F:29])([F:28])[F:27])=[CH:20][CH:19]=3)[C:11](=[O:30])[CH:10]=2)=CC=1. Product: [NH2:8][C:9]1[N:14]=[C:13]([CH2:15][CH2:16][CH3:17])[N:12]([C:18]2[CH:19]=[CH:20][C:21]([O:24][CH2:25][C:26]([F:29])([F:27])[F:28])=[CH:22][CH:23]=2)[C:11](=[O:30])[CH:10]=1. The catalyst class is: 55. (3) Reactant: [F:1][C:2]1[CH:7]=[CH:6][CH:5]=[CH:4][C:3]=1[CH:8]([O:10][C:11]1[CH:15]=[C:14]([N:16]2[C:24]3[CH:23]=[C:22]([CH2:25][OH:26])[N:21]=[CH:20][C:19]=3[N:18]=[CH:17]2)[S:13][C:12]=1[C:27]([NH2:29])=[O:28])[CH3:9].[CH3:30][S:31](Cl)(=[O:33])=[O:32].C(N(CC)CC)C. Product: [CH3:30][S:31]([O:26][CH2:25][C:22]1[N:21]=[CH:20][C:19]2[N:18]=[CH:17][N:16]([C:14]3[S:13][C:12]([C:27](=[O:28])[NH2:29])=[C:11]([O:10][CH:8]([C:3]4[CH:4]=[CH:5][CH:6]=[CH:7][C:2]=4[F:1])[CH3:9])[CH:15]=3)[C:24]=2[CH:23]=1)(=[O:33])=[O:32]. The catalyst class is: 4.